Dataset: Peptide-MHC class II binding affinity with 134,281 pairs from IEDB. Task: Regression. Given a peptide amino acid sequence and an MHC pseudo amino acid sequence, predict their binding affinity value. This is MHC class II binding data. (1) The peptide sequence is EKKYFAATLFEPLAA. The MHC is HLA-DQA10401-DQB10402 with pseudo-sequence HLA-DQA10401-DQB10402. The binding affinity (normalized) is 0.495. (2) The peptide sequence is TNTNPDQKCITALAS. The MHC is DRB1_0401 with pseudo-sequence DRB1_0401. The binding affinity (normalized) is 0.204. (3) The peptide sequence is DKFTVFEAAFNDAIK. The MHC is HLA-DPA10103-DPB10401 with pseudo-sequence HLA-DPA10103-DPB10401. The binding affinity (normalized) is 0.529. (4) The peptide sequence is SIAQHLVSDRPIMRY. The MHC is DRB1_0405 with pseudo-sequence DRB1_0405. The binding affinity (normalized) is 0.385. (5) The peptide sequence is YTVFETALKKAITAM. The MHC is DRB1_0701 with pseudo-sequence DRB1_0701. The binding affinity (normalized) is 0.369.